From a dataset of Catalyst prediction with 721,799 reactions and 888 catalyst types from USPTO. Predict which catalyst facilitates the given reaction. (1) Product: [Cl:1][C:2]1[CH:3]=[CH:4][C:5]([C:23]#[N:24])=[C:6]([C:8]2[C:13]([O:14][CH3:15])=[CH:12][N:11]([CH:16]([CH2:20][CH3:21])[C:17]([NH:40][C:37]3[CH:38]=[CH:39][C:34]4[N:35]([CH:41]=[C:32]([C:29]5[CH:28]=[CH:27][C:26]([F:25])=[CH:31][CH:30]=5)[N:33]=4)[CH:36]=3)=[O:18])[C:10](=[O:22])[CH:9]=2)[CH:7]=1. Reactant: [Cl:1][C:2]1[CH:3]=[CH:4][C:5]([C:23]#[N:24])=[C:6]([C:8]2[C:13]([O:14][CH3:15])=[CH:12][N:11]([CH:16]([CH2:20][CH3:21])[C:17](O)=[O:18])[C:10](=[O:22])[CH:9]=2)[CH:7]=1.[F:25][C:26]1[CH:31]=[CH:30][C:29]([C:32]2[N:33]=[C:34]3[CH:39]=[CH:38][C:37]([NH2:40])=[CH:36][N:35]3[CH:41]=2)=[CH:28][CH:27]=1.C(P1(=O)OP(CCC)(=O)OP(CCC)(=O)O1)CC. The catalyst class is: 17. (2) Reactant: [CH2:1]([N:8]([CH2:13][C:14](O)=O)[CH2:9][C:10](O)=O)[C:2]1[CH:7]=[CH:6][CH:5]=[CH:4][CH:3]=1.[C:17]1([NH2:24])[CH:22]=[CH:21][CH:20]=[CH:19][C:18]=1[NH2:23]. Product: [NH:23]1[C:18]2[CH:19]=[CH:20][CH:21]=[CH:22][C:17]=2[N:24]=[C:10]1[CH2:9][N:8]([CH2:13][C:14]1[NH:24][C:17]2[CH:22]=[CH:21][CH:20]=[CH:19][C:18]=2[N:23]=1)[CH2:1][C:2]1[CH:7]=[CH:6][CH:5]=[CH:4][CH:3]=1. The catalyst class is: 746. (3) Reactant: [CH2:1]([N:8]1[C:17]2[C:12](=[CH:13][C:14]([F:18])=[CH:15][CH:16]=2)[C:11](Cl)=[C:10]([C:20]#[N:21])[C:9]1=[O:22])[C:2]1[CH:7]=[CH:6][CH:5]=[CH:4][CH:3]=1.[NH:23]1[CH2:28][CH2:27][NH:26][CH2:25][CH2:24]1. Product: [CH2:1]([N:8]1[C:17]2[C:12](=[CH:13][C:14]([F:18])=[CH:15][CH:16]=2)[C:11]([N:23]2[CH2:28][CH2:27][NH:26][CH2:25][CH2:24]2)=[C:10]([C:20]#[N:21])[C:9]1=[O:22])[C:2]1[CH:7]=[CH:6][CH:5]=[CH:4][CH:3]=1. The catalyst class is: 4. (4) Reactant: [CH3:1][N:2]1[CH2:7][CH2:6][N:5]([CH2:8][CH2:9][O:10][C:11]2[CH:16]=[CH:15][N:14]3[C:17]([C:20]([OH:22])=O)=[CH:18][N:19]=[C:13]3[CH:12]=2)[CH2:4][CH2:3]1.P(Cl)(Cl)(Cl)=O.[CH2:28]([C:30]1[C:38]2[C:37]([NH2:39])=[CH:36][CH:35]=[CH:34][C:33]=2[N:32]([CH2:40][C:41]2[S:42][CH:43]=[C:44]([CH3:46])[N:45]=2)[N:31]=1)[CH3:29]. Product: [CH2:28]([C:30]1[C:38]2[C:33](=[CH:34][CH:35]=[CH:36][C:37]=2[NH:39][C:20]([C:17]2[N:14]3[CH:15]=[CH:16][C:11]([O:10][CH2:9][CH2:8][N:5]4[CH2:4][CH2:3][N:2]([CH3:1])[CH2:7][CH2:6]4)=[CH:12][C:13]3=[N:19][CH:18]=2)=[O:22])[N:32]([CH2:40][C:41]2[S:42][CH:43]=[C:44]([CH3:46])[N:45]=2)[N:31]=1)[CH3:29]. The catalyst class is: 44. (5) Reactant: [OH-].[Na+].C[O:4][C:5]([C:7]1[CH:15]=[C:14]2[C:10]([CH:11]=[CH:12][N:13]2[CH2:16][CH2:17][NH:18][C:19]([O:21][C:22]([CH3:25])([CH3:24])[CH3:23])=[O:20])=[CH:9][CH:8]=1)=[O:6]. Product: [C:22]([O:21][C:19]([NH:18][CH2:17][CH2:16][N:13]1[C:14]2[C:10](=[CH:9][CH:8]=[C:7]([C:5]([OH:6])=[O:4])[CH:15]=2)[CH:11]=[CH:12]1)=[O:20])([CH3:25])([CH3:23])[CH3:24]. The catalyst class is: 92. (6) Reactant: C(N1C=CN=C1)(N1C=CN=C1)=O.[NH:13]1[C:17]2[CH:18]=[CH:19][CH:20]=[CH:21][C:16]=2[N:15]=[C:14]1[C:22]1[C:30]2[C:25](=[CH:26][CH:27]=[C:28]([C:31](O)=[O:32])[CH:29]=2)[NH:24][N:23]=1.[NH2:34][CH:35]([CH2:38][CH3:39])[CH2:36][CH3:37]. Product: [NH:13]1[C:17]2[CH:18]=[CH:19][CH:20]=[CH:21][C:16]=2[N:15]=[C:14]1[C:22]1[C:30]2[C:25](=[CH:26][CH:27]=[C:28]([C:31]([NH:34][CH:35]([CH2:38][CH3:39])[CH2:36][CH3:37])=[O:32])[CH:29]=2)[NH:24][N:23]=1. The catalyst class is: 3. (7) Reactant: C(O[C:4]1[C:5](=[O:12])[C:6](=[O:11])[C:7]=1[O:8][CH2:9][CH3:10])C.[NH2:13][C:14]1[C:22]2[NH:21][C:20](=[O:23])[NH:19][C:18]=2[CH:17]=[CH:16][CH:15]=1. Product: [CH2:9]([O:8][C:7]1[C:6](=[O:11])[C:5](=[O:12])[C:4]=1[NH:13][C:14]1[C:22]2[NH:21][C:20](=[O:23])[NH:19][C:18]=2[CH:17]=[CH:16][CH:15]=1)[CH3:10]. The catalyst class is: 8.